This data is from Full USPTO retrosynthesis dataset with 1.9M reactions from patents (1976-2016). The task is: Predict the reactants needed to synthesize the given product. (1) Given the product [CH3:9][O:8][C:6]1[CH:7]=[C:2]([CH:18]2[CH2:17][CH:16]=[CH:15][O:14]2)[CH:3]=[C:4]([O:12][CH3:13])[C:5]=1[O:10][CH3:11], predict the reactants needed to synthesize it. The reactants are: I[C:2]1[CH:3]=[C:4]([O:12][CH3:13])[C:5]([O:10][CH3:11])=[C:6]([O:8][CH3:9])[CH:7]=1.[O:14]1[CH:18]=[CH:17][CH2:16][CH2:15]1.CC([O-])=O.[K+]. (2) Given the product [CH:34]1([C:31]2[CH:32]=[CH:33][C:28]([CH2:27][O:1][C:2]3[CH:3]=[CH:4][C:5]4[N:9]5[CH2:10][CH2:11][CH:12]([CH2:13][C:14]([O:16][CH2:17][CH3:18])=[O:15])[C:8]5=[N:7][C:6]=4[CH:19]=3)=[CH:29][C:30]=2[C:39]([F:40])([F:41])[F:42])[CH2:35][CH2:36][CH2:37][CH2:38]1, predict the reactants needed to synthesize it. The reactants are: [OH:1][C:2]1[CH:3]=[CH:4][C:5]2[N:9]3[CH2:10][CH2:11][CH:12]([CH2:13][C:14]([O:16][CH2:17][CH3:18])=[O:15])[C:8]3=[N:7][C:6]=2[CH:19]=1.C(=O)([O-])[O-].[Cs+].[Cs+].Cl[CH2:27][C:28]1[CH:33]=[CH:32][C:31]([CH:34]2[CH2:38][CH2:37][CH2:36][CH2:35]2)=[C:30]([C:39]([F:42])([F:41])[F:40])[CH:29]=1. (3) Given the product [F:1][C:2]1[CH:9]=[CH:8][C:5](/[CH:6]=[CH:13]/[N+:10]([O-:12])=[O:11])=[CH:4][CH:3]=1, predict the reactants needed to synthesize it. The reactants are: [F:1][C:2]1[CH:9]=[CH:8][C:5]([CH:6]=O)=[CH:4][CH:3]=1.[N+:10]([CH3:13])([O-:12])=[O:11].C([O-])(=O)C.[NH4+]. (4) Given the product [Br:1][C:2]1[CH:3]=[CH:4][C:5]([Cl:11])=[C:6]2[C:7]=1[CH:8]=[N:13][NH:14]2, predict the reactants needed to synthesize it. The reactants are: [Br:1][C:2]1[C:7]([CH:8]=O)=[C:6](F)[C:5]([Cl:11])=[CH:4][CH:3]=1.O.[NH2:13][NH2:14]. (5) Given the product [CH:1]([N:4]1[C:9](=[O:10])[CH:8]=[CH:7][C:6]([C:11]2[C:12]([C:20]3[CH:21]=[CH:22][CH:23]=[CH:24][CH:25]=3)=[N:13][CH:14]=[C:15]([CH:19]=2)[C:16]([OH:17])=[O:30])=[N:5]1)([CH3:3])[CH3:2], predict the reactants needed to synthesize it. The reactants are: [CH:1]([N:4]1[C:9](=[O:10])[CH:8]=[CH:7][C:6]([C:11]2[C:12]([C:20]3[CH:25]=[CH:24][CH:23]=[CH:22][CH:21]=3)=[N:13][CH:14]=[C:15]([CH:19]=2)[C:16](N)=[O:17])=[N:5]1)([CH3:3])[CH3:2].[OH-].[Na+].CC[OH:30]. (6) Given the product [F:15][C:16]([F:27])([F:26])[C:17]1[CH:22]=[CH:21][C:20]([C:2]2[CH:11]=[N:10][CH:9]=[C:8]3[C:3]=2[CH:4]=[C:5]([C:12]([NH2:14])=[O:13])[CH:6]=[N:7]3)=[CH:19][CH:18]=1, predict the reactants needed to synthesize it. The reactants are: Br[C:2]1[CH:11]=[N:10][CH:9]=[C:8]2[C:3]=1[CH:4]=[C:5]([C:12]([NH2:14])=[O:13])[CH:6]=[N:7]2.[F:15][C:16]([F:27])([F:26])[C:17]1[CH:22]=[CH:21][C:20](B(O)O)=[CH:19][CH:18]=1.C(=O)([O-])[O-].[Cs+].[Cs+].